Dataset: Catalyst prediction with 721,799 reactions and 888 catalyst types from USPTO. Task: Predict which catalyst facilitates the given reaction. (1) Reactant: [Li][CH2:2]CCC.[CH2:6]([O:18][C:19]1[CH:26]=[CH:25][C:22]([CH:23]=O)=[CH:21][CH:20]=1)[CH2:7][CH2:8][CH2:9][CH2:10][CH2:11][CH2:12][CH2:13][CH2:14][CH2:15][CH2:16][CH3:17].[Na+].[Cl-]. Product: [CH2:6]([O:18][C:19]1[CH:26]=[CH:25][C:22]([CH:23]=[CH2:2])=[CH:21][CH:20]=1)[CH2:7][CH2:8][CH2:9][CH2:10][CH2:11][CH2:12][CH2:13][CH2:14][CH2:15][CH2:16][CH3:17]. The catalyst class is: 307. (2) Reactant: [H-].[Na+].[F:3][C:4]1[CH:9]=[CH:8][CH:7]=[CH:6][C:5]=1[C:10]1[N:15]=[CH:14][C:13]([OH:16])=[CH:12][CH:11]=1.[CH3:17][O:18][C:19](=[O:22])[CH2:20]Br. Product: [CH3:17][O:18][C:19](=[O:22])[CH2:20][O:16][C:13]1[CH:14]=[N:15][C:10]([C:5]2[CH:6]=[CH:7][CH:8]=[CH:9][C:4]=2[F:3])=[CH:11][CH:12]=1. The catalyst class is: 3. (3) Reactant: [Br:1][C:2]1[CH:7]=[CH:6][C:5]([CH:8]([C:19]2[CH:24]=[CH:23][CH:22]=[C:21]([O:25][CH3:26])[CH:20]=2)[CH2:9][N:10]2[CH:14](OCC)[CH2:13][CH2:12][C:11]2=O)=[CH:4][CH:3]=1.[CH2:27](O)[CH3:28]. Product: [Br:1][C:2]1[CH:3]=[CH:4][C:5]([C@H:8]2[C:19]3[C:24](=[CH:23][CH:22]=[C:21]([O:25][CH2:26][CH2:12][CH2:11][N:10]4[CH2:28][CH2:27][CH2:5][CH2:8][CH2:9]4)[CH:20]=3)[C@H:11]3[CH2:12][CH2:13][CH2:14][N:10]3[CH2:9]2)=[CH:6][CH:7]=1. The catalyst class is: 25. (4) Reactant: [C:1]([N:4]([CH2:25][C:26]1[CH:31]=[CH:30][C:29]([O:32][CH2:33][CH2:34][CH2:35][CH2:36][CH3:37])=[CH:28][C:27]=1[Cl:38])[C:5]1[CH:21]=[CH:20][C:8]([O:9][CH2:10][CH2:11][CH2:12][CH2:13][CH2:14][C:15]([O:17][CH2:18][CH3:19])=[O:16])=[CH:7][C:6]=1[N+:22]([O-])=O)(=O)[CH3:2].C(O)C. Product: [Cl:38][C:27]1[CH:28]=[C:29]([O:32][CH2:33][CH2:34][CH2:35][CH2:36][CH3:37])[CH:30]=[CH:31][C:26]=1[CH2:25][N:4]1[C:5]2[CH:21]=[CH:20][C:8]([O:9][CH2:10][CH2:11][CH2:12][CH2:13][CH2:14][C:15]([O:17][CH2:18][CH3:19])=[O:16])=[CH:7][C:6]=2[N:22]=[C:1]1[CH3:2]. The catalyst class is: 770. (5) Reactant: [C:1](N1C=CN=C1)(N1C=CN=C1)=[O:2].[F:13][CH:14]([F:55])[C:15]1[N:19]([C:20]2[N:25]=[C:24]([NH:26][CH:27]3[CH2:32][CH2:31][N:30]([C:33]([O:35][C:36]([CH3:39])([CH3:38])[CH3:37])=[O:34])[CH2:29][CH2:28]3)[C:23]([N+:40]([O-])=O)=[C:22]([N:43]3[CH2:48][CH2:47][O:46][CH2:45][CH2:44]3)[N:21]=2)[C:18]2[CH:49]=[CH:50][CH:51]=[C:52]([O:53][CH3:54])[C:17]=2[N:16]=1. Product: [F:13][CH:14]([F:55])[C:15]1[N:19]([C:20]2[N:25]=[C:24]3[C:23]([NH:40][C:1](=[O:2])[N:26]3[CH:27]3[CH2:32][CH2:31][N:30]([C:33]([O:35][C:36]([CH3:39])([CH3:38])[CH3:37])=[O:34])[CH2:29][CH2:28]3)=[C:22]([N:43]3[CH2:48][CH2:47][O:46][CH2:45][CH2:44]3)[N:21]=2)[C:18]2[CH:49]=[CH:50][CH:51]=[C:52]([O:53][CH3:54])[C:17]=2[N:16]=1. The catalyst class is: 38.